This data is from Peptide-MHC class I binding affinity with 185,985 pairs from IEDB/IMGT. The task is: Regression. Given a peptide amino acid sequence and an MHC pseudo amino acid sequence, predict their binding affinity value. This is MHC class I binding data. (1) The binding affinity (normalized) is 0.580. The MHC is HLA-C14:02 with pseudo-sequence HLA-C14:02. The peptide sequence is GMMRWCMPV. (2) The MHC is HLA-B58:01 with pseudo-sequence HLA-B58:01. The peptide sequence is FIAEIDHWI. The binding affinity (normalized) is 0.0847. (3) The MHC is H-2-Kb with pseudo-sequence H-2-Kb. The peptide sequence is SGYNFSLGAA. The binding affinity (normalized) is 0.893. (4) The peptide sequence is RMMETWHPL. The MHC is HLA-B27:20 with pseudo-sequence HLA-B27:20. The binding affinity (normalized) is 1.00. (5) The MHC is HLA-A11:01 with pseudo-sequence HLA-A11:01. The peptide sequence is YHDPETAAA. The binding affinity (normalized) is 0.213.